This data is from Reaction yield outcomes from USPTO patents with 853,638 reactions. The task is: Predict the reaction yield, written as a fraction of the theoretical maximum amount of product (1.0 means a 100% yield; for example, 0.34 means a 34% yield). (1) The product is [CH2:32]([O:31][C:28]1[CH:29]=[CH:30][C:25]([CH2:24][CH:16]([NH:15][C:12](=[O:14])[CH:5]([NH:4][CH:1]([CH3:2])[CH3:3])[CH2:6][C:7]2[N:11]=[CH:10][NH:9][CH:8]=2)[C:17](=[O:18])[NH:19][C:20]([CH3:21])([CH3:22])[CH3:23])=[CH:26][CH:27]=1)[C:33]1[CH:38]=[CH:37][CH:36]=[CH:35][CH:34]=1. The yield is 0.130. The catalyst is CN(C=O)C.C(OCC)C. The reactants are [CH:1]([NH:4][C@H:5]([C:12]([OH:14])=O)[CH2:6][C:7]1[N:11]=[CH:10][NH:9][CH:8]=1)([CH3:3])[CH3:2].[NH2:15][C@@H:16]([CH2:24][C:25]1[CH:30]=[CH:29][C:28]([O:31][CH2:32][C:33]2[CH:38]=[CH:37][CH:36]=[CH:35][CH:34]=2)=[CH:27][CH:26]=1)[C:17]([NH:19][C:20]([CH3:23])([CH3:22])[CH3:21])=[O:18].C[O-].C([N+](C)(C)C)C1C=CC=CC=1.CN(C(ON1N=NC2C=CC=CC1=2)=[N+](C)C)C.F[P-](F)(F)(F)(F)F. (2) The reactants are [Cl:1][C:2]1[C:3]([F:13])=[C:4](I)[C:5]([OH:11])=[C:6]([C:8](=[O:10])[CH3:9])[CH:7]=1.[CH3:14][S:15]([C:18]1[CH:19]=[N:20][CH:21]=[C:22](B2OC(C)(C)C(C)(C)O2)[CH:23]=1)(=[O:17])=[O:16]. No catalyst specified. The product is [Cl:1][C:2]1[C:3]([F:13])=[C:4]([C:22]2[CH:21]=[N:20][CH:19]=[C:18]([S:15]([CH3:14])(=[O:17])=[O:16])[CH:23]=2)[C:5]([OH:11])=[C:6]([C:8](=[O:10])[CH3:9])[CH:7]=1. The yield is 0.870. (3) The reactants are Br[C:2]1[CH:3]=[N:4][N:5]([CH3:18])[C:6]=1[C:7]1[CH:8]=[C:9]([C:14]([O:16][CH3:17])=[O:15])[S:10][C:11]=1[CH2:12][CH3:13].[C:19](=O)([O-])[O-].[K+].[K+].CB1OB(C)OB(C)O1. The catalyst is CN(C)C=O.C1C=CC(P(C2C=CC=CC=2)[C-]2C=CC=C2)=CC=1.C1C=CC(P(C2C=CC=CC=2)[C-]2C=CC=C2)=CC=1.Cl[Pd]Cl.[Fe+2]. The product is [CH3:18][N:5]1[C:6]([C:7]2[CH:8]=[C:9]([C:14]([O:16][CH3:17])=[O:15])[S:10][C:11]=2[CH2:12][CH3:13])=[C:2]([CH3:19])[CH:3]=[N:4]1. The yield is 0.960. (4) The catalyst is C(Cl)Cl. The yield is 0.450. The reactants are [CH3:1][C:2]1([CH3:18])[C:6]([CH3:8])([CH3:7])[O:5][B:4]([C:9]2[CH:17]=[CH:16][C:12]([C:13](O)=[O:14])=[CH:11][CH:10]=2)[O:3]1.CC[N:21]=C=NCCCN(C)C.C1C=CC2N(O)N=NC=2C=1.CCN(CC)CC. The product is [CH3:1][C:2]1([CH3:18])[C:6]([CH3:8])([CH3:7])[O:5][B:4]([C:9]2[CH:17]=[CH:16][C:12]([C:13]([NH2:21])=[O:14])=[CH:11][CH:10]=2)[O:3]1. (5) The reactants are OS(O)(=O)=O.[NH2:6][C:7]1[C:20]2[C:19](=[O:21])[C:18]3[C:13](=[CH:14][CH:15]=[CH:16][CH:17]=3)[C:12](=[O:22])[C:11]=2[C:10]([Br:23])=[CH:9][C:8]=1[Br:24].S([O-])(O)(=O)=O.C1([N+]#N)C2C(=O)C3C(=CC=CC=3)C(=O)C=2C=CC=1.[N-]=[N+]=[N-].[Na+]. The catalyst is O. The product is [Br:24][C:8]1[C:7]2=[N:6][O:21][C:19]3=[C:20]2[C:11]([C:12](=[O:22])[C:13]2[C:18]3=[CH:17][CH:16]=[CH:15][CH:14]=2)=[C:10]([Br:23])[CH:9]=1. The yield is 0.760. (6) The reactants are [N:1]1([CH2:6][CH2:7][N:8]2[CH:12]=[C:11]([N+:13]([O-])=O)[CH:10]=[N:9]2)[CH:5]=[CH:4][CH:3]=[N:2]1. The catalyst is CO.[Pd]. The product is [N:1]1([CH2:6][CH2:7][N:8]2[CH:12]=[C:11]([NH2:13])[CH:10]=[N:9]2)[CH:5]=[CH:4][CH:3]=[N:2]1. The yield is 0.700.